This data is from Full USPTO retrosynthesis dataset with 1.9M reactions from patents (1976-2016). The task is: Predict the reactants needed to synthesize the given product. Given the product [C:12]([O:11][C:9](=[O:10])[NH:19][CH2:18][C:17]([NH2:21])([CH3:20])[CH3:16])([CH3:13])([CH3:14])[CH3:15], predict the reactants needed to synthesize it. The reactants are: [C:9](O[C:9]([O:11][C:12]([CH3:15])([CH3:14])[CH3:13])=[O:10])([O:11][C:12]([CH3:15])([CH3:14])[CH3:13])=[O:10].[CH3:16][C:17]([NH2:21])([CH3:20])[CH2:18][NH2:19].